From a dataset of Peptide-MHC class I binding affinity with 185,985 pairs from IEDB/IMGT. Regression. Given a peptide amino acid sequence and an MHC pseudo amino acid sequence, predict their binding affinity value. This is MHC class I binding data. (1) The peptide sequence is FLVIAINAM. The MHC is HLA-A02:06 with pseudo-sequence HLA-A02:06. The binding affinity (normalized) is 0.172. (2) The peptide sequence is GRQTALFL. The MHC is Mamu-B08 with pseudo-sequence Mamu-B08. The binding affinity (normalized) is 0.434. (3) The peptide sequence is FQPQNGQSI. The MHC is H-2-Kb with pseudo-sequence H-2-Kb. The binding affinity (normalized) is 0.0258. (4) The binding affinity (normalized) is 0.0847. The peptide sequence is EPGPSGLLI. The MHC is HLA-A02:16 with pseudo-sequence HLA-A02:16. (5) The peptide sequence is EFDNYRGTI. The MHC is HLA-A30:01 with pseudo-sequence HLA-A30:01. The binding affinity (normalized) is 0.176.